From a dataset of Forward reaction prediction with 1.9M reactions from USPTO patents (1976-2016). Predict the product of the given reaction. (1) Given the reactants Cl.[O:2]1[C:6]2[CH:7]=[CH:8][CH:9]=[C:10]([CH:11]3[CH2:16][CH2:15][N:14]([CH2:17][CH2:18][C@H:19]4[CH2:24][CH2:23][C@H:22]([NH2:25])[CH2:21][CH2:20]4)[CH2:13][CH2:12]3)[C:5]=2[O:4][CH2:3]1.[OH:26][C:27]([CH3:32])([CH3:31])[C:28](O)=[O:29], predict the reaction product. The product is: [O:2]1[C:6]2[CH:7]=[CH:8][CH:9]=[C:10]([CH:11]3[CH2:16][CH2:15][N:14]([CH2:17][CH2:18][C@H:19]4[CH2:20][CH2:21][C@H:22]([NH:25][C:28](=[O:29])[C:27]([OH:26])([CH3:32])[CH3:31])[CH2:23][CH2:24]4)[CH2:13][CH2:12]3)[C:5]=2[O:4][CH2:3]1. (2) Given the reactants [H-].[Na+].[C:3]([O:12][CH2:13][CH:14]=[CH2:15])(=[O:11])[CH2:4][C:5]([O:7][CH2:8][CH:9]=[CH2:10])=[O:6].Br[CH2:17][CH2:18][CH2:19][CH2:20][C:21]#[N:22].[Cl-].[NH4+], predict the reaction product. The product is: [C:21]([CH2:20][CH2:19][CH2:18][CH2:17][CH:4]([C:5]([O:7][CH2:8][CH:9]=[CH2:10])=[O:6])[C:3]([O:12][CH2:13][CH:14]=[CH2:15])=[O:11])#[N:22]. (3) Given the reactants Cl[CH:2]([C:18]1[CH:23]=[CH:22][C:21]([F:24])=[CH:20][C:19]=1[F:25])[C:3]1[N:7]([CH3:8])[N:6]=[C:5]([CH3:9])[C:4]=1[C:10]1[C:15]([F:16])=[CH:14][CH:13]=[CH:12][C:11]=1[F:17].[NH3:26], predict the reaction product. The product is: [F:25][C:19]1[CH:20]=[C:21]([F:24])[CH:22]=[CH:23][C:18]=1[CH:2]([C:3]1[N:7]([CH3:8])[N:6]=[C:5]([CH3:9])[C:4]=1[C:10]1[C:15]([F:16])=[CH:14][CH:13]=[CH:12][C:11]=1[F:17])[NH2:26].